This data is from Forward reaction prediction with 1.9M reactions from USPTO patents (1976-2016). The task is: Predict the product of the given reaction. (1) Given the reactants CC(OI1(OC(C)=O)(OC(C)=O)OC(=O)C2C=CC=CC1=2)=O.O[CH2:24][C@@H:25]1[O:30][CH2:29][CH2:28][N:27]([C:31]([O:33][C:34]([CH3:37])([CH3:36])[CH3:35])=[O:32])[CH2:26]1.S([O-])([O-])(=O)=S.[Na+].[Na+].Cl.[Cl:46][C:47]1[CH:48]=[C:49]([NH:54][C:55]([N:57]2[CH2:62][CH2:61][NH:60][CH2:59][CH2:58]2)=[O:56])[CH:50]=[CH:51][C:52]=1[Cl:53].C(N(CC)C(C)C)(C)C.[BH-](OC(C)=O)(OC(C)=O)OC(C)=O.[Na+].[OH-].[Na+], predict the reaction product. The product is: [Cl:46][C:47]1[CH:48]=[C:49]([NH:54][C:55]([N:57]2[CH2:62][CH2:61][N:60]([CH2:24][C@@H:25]3[O:30][CH2:29][CH2:28][N:27]([C:31]([O:33][C:34]([CH3:35])([CH3:36])[CH3:37])=[O:32])[CH2:26]3)[CH2:59][CH2:58]2)=[O:56])[CH:50]=[CH:51][C:52]=1[Cl:53]. (2) The product is: [Br:1][C:2]1[CH:3]=[C:4]([CH3:17])[C:5]2[O:6][CH2:7][C:8](=[O:9])[NH:14][C:12]=2[CH:13]=1. Given the reactants [Br:1][C:2]1[CH:13]=[C:12]([N+:14]([O-])=O)[C:5]([O:6][CH2:7][C:8](OC)=[O:9])=[C:4]([CH3:17])[CH:3]=1.C(O)(=O)C, predict the reaction product. (3) The product is: [ClH:1].[CH3:48][O:47][C:45](=[O:46])[C@H:44]([NH:43][C:35](=[O:36])[C:34]1[CH:38]=[CH:39][C:31]([NH:30][C:28]([C@H:9]2[C@H:8]([C:4]3[CH:5]=[CH:6][CH:7]=[C:2]([Cl:1])[C:3]=3[F:42])[C@:12]([C:15]3[CH:20]=[CH:19][C:18]([Cl:21])=[CH:17][C:16]=3[F:22])([C:13]#[N:14])[C@H:11]([CH2:23][C:24]([CH3:26])([CH3:27])[CH3:25])[NH:10]2)=[O:29])=[C:32]([O:40][CH3:41])[CH:33]=1)[CH2:49][CH2:50][C:51]([O:53][CH3:54])=[O:52]. Given the reactants [Cl:1][C:2]1[C:3]([F:42])=[C:4]([C@@H:8]2[C@:12]([C:15]3[CH:20]=[CH:19][C:18]([Cl:21])=[CH:17][C:16]=3[F:22])([C:13]#[N:14])[C@H:11]([CH2:23][C:24]([CH3:27])([CH3:26])[CH3:25])[NH:10][C@H:9]2[C:28]([NH:30][C:31]2[CH:39]=[CH:38][C:34]([C:35](O)=[O:36])=[CH:33][C:32]=2[O:40][CH3:41])=[O:29])[CH:5]=[CH:6][CH:7]=1.[NH2:43][C@H:44]([CH2:49][CH2:50][C:51]([O:53][CH3:54])=[O:52])[C:45]([O:47][CH3:48])=[O:46], predict the reaction product. (4) Given the reactants Cl.[F:2][C:3]([F:14])([F:13])[O:4][C:5]1[CH:10]=[CH:9][C:8]([NH:11]N)=[CH:7][CH:6]=1.Cl.[CH:16]12[NH:24][CH:20]([CH2:21][CH2:22][CH2:23]1)[CH2:19][C:18](=O)[CH2:17]2.Cl.C(O)(=O)C, predict the reaction product. The product is: [F:2][C:3]([F:14])([F:13])[O:4][C:5]1[CH:10]=[C:9]2[C:8](=[CH:7][CH:6]=1)[NH:11][C:18]1[CH2:17][CH:16]3[NH:24][CH:20]([C:19]2=1)[CH2:21][CH2:22][CH2:23]3. (5) Given the reactants [Cl:1][C:2]1[CH:7]=[CH:6][C:5]([CH:8]([C:19](=O)[CH:20]([CH3:22])[CH3:21])[C:9]([C:11]2[CH:16]=[CH:15][C:14]([F:17])=[CH:13][C:12]=2[OH:18])=[O:10])=[CH:4][CH:3]=1.Cl.[OH-].[NH4+].C(OCC)(=O)C, predict the reaction product. The product is: [Cl:1][C:2]1[CH:7]=[CH:6][C:5]([C:8]2[C:9](=[O:10])[C:11]3[C:12](=[CH:13][C:14]([F:17])=[CH:15][CH:16]=3)[O:18][C:19]=2[CH:20]([CH3:21])[CH3:22])=[CH:4][CH:3]=1. (6) Given the reactants [Br:1][C:2]1[CH:8]=[CH:7][C:5]([NH2:6])=[C:4]([F:9])[CH:3]=1.[N:10]([C:13]1[CH:18]=[CH:17][CH:16]=[C:15]([CH3:19])[CH:14]=1)=[C:11]=[O:12], predict the reaction product. The product is: [Br:1][C:2]1[CH:8]=[CH:7][C:5]([NH:6][C:11]([NH:10][C:13]2[CH:18]=[CH:17][CH:16]=[C:15]([CH3:19])[CH:14]=2)=[O:12])=[C:4]([F:9])[CH:3]=1. (7) Given the reactants [CH:1]1([CH:7]=[CH:8][C:9]2[C:10](=[O:24])[NH:11][C:12](=[O:23])[N:13]([CH:22]=2)[C@@H:14]2[O:21][C@H:18]([CH2:19][OH:20])[C@@H:16]([OH:17])[CH2:15]2)[CH2:6][CH2:5][CH2:4][CH2:3][CH2:2]1.N1C=CC=CC=1.[CH3:31][O:32][C:33]1[CH:54]=[CH:53][C:36]([C:37](Cl)([C:46]2[CH:51]=[CH:50][CH:49]=[CH:48][CH:47]=2)[C:38]2[CH:43]=[CH:42][C:41]([O:44][CH3:45])=[CH:40][CH:39]=2)=[CH:35][CH:34]=1.C(N(CC)CC)C, predict the reaction product. The product is: [CH:1]1([CH:7]=[CH:8][C:9]2[C:10](=[O:24])[NH:11][C:12](=[O:23])[N:13]([CH:22]=2)[C@@H:14]2[O:21][C@H:18]([CH2:19][O:20][C:37]([C:46]3[CH:51]=[CH:50][CH:49]=[CH:48][CH:47]=3)([C:38]3[CH:43]=[CH:42][C:41]([O:44][CH3:45])=[CH:40][CH:39]=3)[C:36]3[CH:35]=[CH:34][C:33]([O:32][CH3:31])=[CH:54][CH:53]=3)[C@@H:16]([OH:17])[CH2:15]2)[CH2:6][CH2:5][CH2:4][CH2:3][CH2:2]1. (8) Given the reactants [CH3:1][O:2][C:3]1[NH:7][N:6]=[CH:5][C:4]=1[N+:8]([O-:10])=[O:9].[C:11]([O:15][C:16](O[C:16]([O:15][C:11]([CH3:14])([CH3:13])[CH3:12])=[O:17])=[O:17])([CH3:14])([CH3:13])[CH3:12].C(N(CC)CC)C, predict the reaction product. The product is: [CH3:1][O:2][C:3]1[C:4]([N+:8]([O-:10])=[O:9])=[CH:5][N:6]([C:16]([O:15][C:11]([CH3:14])([CH3:13])[CH3:12])=[O:17])[N:7]=1.